Dataset: Full USPTO retrosynthesis dataset with 1.9M reactions from patents (1976-2016). Task: Predict the reactants needed to synthesize the given product. (1) The reactants are: [F:1][C:2]1[CH:36]=[C:35]([NH:37][C:38](=[O:50])[CH2:39][C:40]([NH:42][C:43]2[CH:48]=[CH:47][CH:46]=[CH:45][C:44]=2[F:49])=[O:41])[CH:34]=[CH:33][C:3]=1[O:4][C:5]1[CH:10]=[CH:9][N:8]=[C:7]2[CH:11]=[C:12]([C:14]3[N:15]([CH3:32])[C:16]([CH2:19][N:20]([CH2:28][CH2:29][O:30][CH3:31])C(=O)OC(C)(C)C)=[CH:17][N:18]=3)[S:13][C:6]=12.C(O)(C(F)(F)F)=O. Given the product [F:1][C:2]1[CH:36]=[C:35]([NH:37][C:38](=[O:50])[CH2:39][C:40]([NH:42][C:43]2[CH:48]=[CH:47][CH:46]=[CH:45][C:44]=2[F:49])=[O:41])[CH:34]=[CH:33][C:3]=1[O:4][C:5]1[CH:10]=[CH:9][N:8]=[C:7]2[CH:11]=[C:12]([C:14]3[N:15]([CH3:32])[C:16]([CH2:19][NH:20][CH2:28][CH2:29][O:30][CH3:31])=[CH:17][N:18]=3)[S:13][C:6]=12, predict the reactants needed to synthesize it. (2) Given the product [CH3:16][C:2]1([CH3:1])[CH:6]([CH3:7])[CH2:5][CH2:4][CH:3]1[CH2:8][CH2:9][CH2:10][C:11]([OH:13])=[O:12], predict the reactants needed to synthesize it. The reactants are: [CH3:1][C:2]1([CH3:16])[CH:6]([CH3:7])[CH2:5][CH2:4][CH:3]1[CH2:8][CH2:9][CH2:10][C:11]([O:13]CC)=[O:12].C1COCC1. (3) Given the product [Cl:17][C:18]1[S:22][C:21]([S:23]([NH:1][C@H:2]([CH2:3][OH:4])[CH:5]([CH2:8][CH3:9])[CH2:6][CH3:7])(=[O:25])=[O:24])=[CH:20][CH:19]=1, predict the reactants needed to synthesize it. The reactants are: [NH2:1][C@@H:2]([CH:5]([CH2:8][CH3:9])[CH2:6][CH3:7])[CH2:3][OH:4].C(N(CC)CC)C.[Cl:17][C:18]1[S:22][C:21]([S:23](Cl)(=[O:25])=[O:24])=[CH:20][CH:19]=1. (4) The reactants are: [F:1][C:2]1([F:24])[CH2:7][CH2:6][CH:5]([CH2:8][NH:9][C:10]([C:12]2[C:13]3[CH:14]=[CH:15][C:16](Cl)=[N:17][C:18]=3[CH:19]=[CH:20][C:21]=2[Cl:22])=[O:11])[CH2:4][CH2:3]1.CCN(C(C)C)C(C)C.[NH:34]1[CH2:38][CH2:37][C@@H:36]([CH2:39][OH:40])[CH2:35]1. Given the product [F:1][C:2]1([F:24])[CH2:7][CH2:6][CH:5]([CH2:8][NH:9][C:10]([C:12]2[C:13]3[CH:14]=[CH:15][C:16]([N:34]4[CH2:38][CH2:37][C@@H:36]([CH2:39][OH:40])[CH2:35]4)=[N:17][C:18]=3[CH:19]=[CH:20][C:21]=2[Cl:22])=[O:11])[CH2:4][CH2:3]1, predict the reactants needed to synthesize it. (5) Given the product [N:24]1[CH:29]=[CH:28][C:27]([CH:30]([NH:32][C:33]([C:35]2[C:43]3[C:38](=[N:39][CH:40]=[C:41]([C:6]4[C:5]5[C:9](=[CH:10][C:2]([F:1])=[CH:3][CH:4]=5)[NH:8][N:7]=4)[N:42]=3)[N:37]([CH2:45][O:46][CH2:47][CH2:48][Si:49]([CH3:50])([CH3:52])[CH3:51])[CH:36]=2)=[O:34])[CH3:31])=[CH:26][CH:25]=1, predict the reactants needed to synthesize it. The reactants are: [F:1][C:2]1[CH:10]=[C:9]2[C:5]([C:6]([Sn](CCCC)(CCCC)CCCC)=[N:7][NH:8]2)=[CH:4][CH:3]=1.[N:24]1[CH:29]=[CH:28][C:27]([CH:30]([NH:32][C:33]([C:35]2[C:43]3[C:38](=[N:39][CH:40]=[C:41](Br)[N:42]=3)[N:37]([CH2:45][O:46][CH2:47][CH2:48][Si:49]([CH3:52])([CH3:51])[CH3:50])[CH:36]=2)=[O:34])[CH3:31])=[CH:26][CH:25]=1.CN(C=O)C. (6) Given the product [Br:1][C:2]1[C:11]([C@H:12]([O:18][C:19]([CH3:20])([CH3:22])[CH3:21])[C:13]([O:15][CH2:16][CH3:17])=[O:14])=[C:10]([CH3:23])[CH:9]=[C:8]2[C:3]=1[CH:4]=[CH:5][C:6]([CH3:24])=[N+:7]2[O-:30], predict the reactants needed to synthesize it. The reactants are: [Br:1][C:2]1[C:11]([C@H:12]([O:18][C:19]([CH3:22])([CH3:21])[CH3:20])[C:13]([O:15][CH2:16][CH3:17])=[O:14])=[C:10]([CH3:23])[CH:9]=[C:8]2[C:3]=1[CH:4]=[CH:5][C:6]([CH3:24])=[N:7]2.ClC1C=C(C=CC=1)C(OO)=[O:30]. (7) Given the product [CH:45]([C@:41]12[CH2:40][CH2:39][C@@:37]3([CH3:38])[C@@H:33]([CH2:34][C@@H:35]([OH:47])[CH2:36]3)[C@@H:32]1[CH2:31][CH2:30][C:29]1[CH:28]=[C:27]([OH:26])[CH:44]=[CH:43][C:42]2=1)=[CH:2][CH2:3][CH3:4], predict the reactants needed to synthesize it. The reactants are: [Br-].[CH2:2]([P+](C1C=CC=CC=1)(C1C=CC=CC=1)C1C=CC=CC=1)[CH2:3][CH3:4].[NH2-].[Na+].[OH:26][C:27]1[CH:44]=[CH:43][C:42]2[C@:41]3([CH:45]=O)[C@H:32]([C@H:33]4[C@@:37]([CH2:39][CH2:40]3)([CH3:38])[CH2:36][C@H:35]([OH:47])[CH2:34]4)[CH2:31][CH2:30][C:29]=2[CH:28]=1.CS(C)=O.O. (8) Given the product [CH3:39][CH:14]([CH2:9][NH:5][C:3]([N:2]1[C:7](=[O:8])[NH:22][CH2:21][CH2:1]1)=[O:4])[CH3:13], predict the reactants needed to synthesize it. The reactants are: [CH3:1][N:2]1[C:7](=[O:8])O[N:5]([C:9]2[CH:14]=[CH:13]C(Cl)=C(Cl)C=2)[C:3]1=[O:4].CC([C:21]1OC(=O)N(C2C=C(OCC#N)C(Cl)=CC=2Cl)[N:22]=1)(C)C.[CH3:39]C(OC1C=C(N2N=C(C(C)(C)C)OC2=O)C(Cl)=CC=1Cl)C. (9) Given the product [Cl:25][C:19]1[CH:20]=[C:21]([Cl:24])[CH:22]=[CH:23][C:18]=1[C:17]1[N:13]2[N:12]=[C:11]([CH3:27])[C:10]([O:9][CH:5]([CH2:6][CH2:7][CH3:8])[CH2:4][OH:3])=[C:14]2[O:15][C:16]=1[CH3:26], predict the reactants needed to synthesize it. The reactants are: C([O:3][C:4](=O)[CH:5]([O:9][C:10]1[C:11]([CH3:27])=[N:12][N:13]2[C:17]([C:18]3[CH:23]=[CH:22][C:21]([Cl:24])=[CH:20][C:19]=3[Cl:25])=[C:16]([CH3:26])[O:15][C:14]=12)[CH2:6][CH2:7][CH3:8])C.CC(C[AlH]CC(C)C)C.[Cl-].[NH4+]. (10) Given the product [Cl:1][C:2]1[CH:3]=[C:4]([CH3:9])[C:5]([NH:8][S:17]([C:14]2[CH:15]=[CH:16][C:11]([F:10])=[CH:12][CH:13]=2)(=[O:19])=[O:18])=[N:6][CH:7]=1, predict the reactants needed to synthesize it. The reactants are: [Cl:1][C:2]1[CH:3]=[C:4]([CH3:9])[C:5]([NH2:8])=[N:6][CH:7]=1.[F:10][C:11]1[CH:16]=[CH:15][C:14]([S:17](Cl)(=[O:19])=[O:18])=[CH:13][CH:12]=1.